From a dataset of Full USPTO retrosynthesis dataset with 1.9M reactions from patents (1976-2016). Predict the reactants needed to synthesize the given product. (1) Given the product [CH3:25][N:10]1[C:11]([CH3:24])([C:18]2[CH:19]=[CH:20][CH:21]=[CH:22][CH:23]=2)[C:12]2[C:17](=[CH:16][CH:15]=[CH:14][CH:13]=2)[NH:8][C:9]1=[O:26], predict the reactants needed to synthesize it. The reactants are: COC1C=CC(C[N:8]2[C:17]3[C:12](=[CH:13][CH:14]=[CH:15][CH:16]=3)[C:11]([CH3:24])([C:18]3[CH:23]=[CH:22][CH:21]=[CH:20][CH:19]=3)[N:10]([CH3:25])[C:9]2=[O:26])=CC=1.O. (2) Given the product [F:27][C:28]1[CH:29]=[C:30]([CH:34]=[C:35]([F:37])[CH:36]=1)[C:31]([O:33][C:5]1([N:8]=[O:9])[CH2:6][CH2:7][N:2]([CH3:1])[CH2:3][CH2:4]1)=[O:32], predict the reactants needed to synthesize it. The reactants are: [CH3:1][N:2]1[CH2:7][CH2:6][C:5](=[N:8][OH:9])[CH2:4][CH2:3]1.C([O-])(=O)C.C([O-])(=O)C.C([O-])(=O)C.C([O-])(=O)C.[Pb+4].[F:27][C:28]1[CH:29]=[C:30]([CH:34]=[C:35]([F:37])[CH:36]=1)[C:31]([OH:33])=[O:32].